This data is from Full USPTO retrosynthesis dataset with 1.9M reactions from patents (1976-2016). The task is: Predict the reactants needed to synthesize the given product. Given the product [F:25][C:26]([C:29]1[CH:34]=[C:33]([F:35])[CH:32]=[CH:31][C:30]=1[C:2]1[S:6][C:5]2[CH:7]=[C:8]([OH:11])[CH:9]=[CH:10][C:4]=2[C:3]=1[O:12][C:13]1[CH:18]=[CH:17][C:16](/[CH:19]=[CH:20]/[C:21]([O:23][CH3:24])=[O:22])=[CH:15][CH:14]=1)([F:28])[CH3:27], predict the reactants needed to synthesize it. The reactants are: Br[C:2]1[S:6][C:5]2[CH:7]=[C:8]([OH:11])[CH:9]=[CH:10][C:4]=2[C:3]=1[O:12][C:13]1[CH:18]=[CH:17][C:16](/[CH:19]=[CH:20]/[C:21]([O:23][CH3:24])=[O:22])=[CH:15][CH:14]=1.[F:25][C:26]([C:29]1[CH:34]=[C:33]([F:35])[CH:32]=[CH:31][C:30]=1B1OC(C)(C)C(C)(C)O1)([F:28])[CH3:27].C([O-])([O-])=O.[K+].[K+].